This data is from Reaction yield outcomes from USPTO patents with 853,638 reactions. The task is: Predict the reaction yield, written as a fraction of the theoretical maximum amount of product (1.0 means a 100% yield; for example, 0.34 means a 34% yield). (1) The reactants are [NH2:1][C:2]1[C:3]([CH3:14])=[C:4]([C:9]([F:13])=[C:10]([Br:12])[CH:11]=1)[C:5]([O:7][CH3:8])=[O:6].[O:15]1[CH2:20][CH2:19][C:18](=O)[CH2:17][CH2:16]1.C(O)(=O)C.C(O[BH-](OC(=O)C)OC(=O)C)(=O)C.[Na+].C([O-])(O)=O.[Na+]. The catalyst is ClCCCl.O. The product is [Br:12][C:10]1[C:9]([F:13])=[C:4]([C:3]([CH3:14])=[C:2]([NH:1][CH:18]2[CH2:19][CH2:20][O:15][CH2:16][CH2:17]2)[CH:11]=1)[C:5]([O:7][CH3:8])=[O:6]. The yield is 0.820. (2) The reactants are [CH2:1]([N:8]1[C@@H:13]2[C@H:14]([S:16]([C:19]3[CH:24]=[CH:23][CH:22]=[CH:21][CH:20]=3)(=[O:18])=[O:17])[CH2:15][C@@:9]1([C:26]1[CH:31]=[CH:30][C:29]([F:32])=[CH:28][CH:27]=1)[C:10](=[O:25])[CH2:11][CH2:12]2)[C:2]1[CH:7]=[CH:6][CH:5]=[CH:4][CH:3]=1.[BH4-].[Na+]. The catalyst is CO. The product is [CH2:1]([N:8]1[C@@H:13]2[C@H:14]([S:16]([C:19]3[CH:24]=[CH:23][CH:22]=[CH:21][CH:20]=3)(=[O:17])=[O:18])[CH2:15][C@@:9]1([C:26]1[CH:27]=[CH:28][C:29]([F:32])=[CH:30][CH:31]=1)[C@H:10]([OH:25])[CH2:11][CH2:12]2)[C:2]1[CH:7]=[CH:6][CH:5]=[CH:4][CH:3]=1. The yield is 0.620. (3) The reactants are [C:1]([O:5][C:6]([N:8]1[CH2:13][CH2:12][CH:11]([CH2:14][C:15]([OH:17])=O)[CH2:10][CH2:9]1)=[O:7])([CH3:4])([CH3:3])[CH3:2].C(Cl)(=O)C(Cl)=O.[NH2:24][C:25]1[CH:26]=[N:27][CH:28]=[C:29]([Br:31])[CH:30]=1.CCN(C(C)C)C(C)C.C([O-])(O)=O.[Na+]. The catalyst is C(Cl)Cl.CN(C1C=CN=CC=1)C.CN(C=O)C. The product is [Br:31][C:29]1[CH:30]=[C:25]([NH:24][C:15](=[O:17])[CH2:14][CH:11]2[CH2:10][CH2:9][N:8]([C:6]([O:5][C:1]([CH3:2])([CH3:3])[CH3:4])=[O:7])[CH2:13][CH2:12]2)[CH:26]=[N:27][CH:28]=1. The yield is 0.507. (4) The reactants are [CH2:1]([O:8][C:9]([NH:11][C@@H:12]1[CH2:17][CH2:16][CH2:15][N:14]([C:18]2[CH:30]=[CH:29][C:28]([C:31]#[N:32])=[C:27]3[C:19]=2[C:20]2[CH:21]=[CH:22][C:23]([C:33]([O:35]CC)=[O:34])=[CH:24][C:25]=2[NH:26]3)[CH2:13]1)=[O:10])[C:2]1[CH:7]=[CH:6][CH:5]=[CH:4][CH:3]=1.[OH-].[K+]. The catalyst is C(O)C.O. The product is [CH2:1]([O:8][C:9]([NH:11][C@@H:12]1[CH2:17][CH2:16][CH2:15][N:14]([C:18]2[CH:30]=[CH:29][C:28]([C:31]#[N:32])=[C:27]3[C:19]=2[C:20]2[CH:21]=[CH:22][C:23]([C:33]([OH:35])=[O:34])=[CH:24][C:25]=2[NH:26]3)[CH2:13]1)=[O:10])[C:2]1[CH:3]=[CH:4][CH:5]=[CH:6][CH:7]=1. The yield is 0.210. (5) The reactants are [C:1]([OH:10])(=[O:9])/[CH:2]=[CH:3]\[CH:4]=[CH:5]\[C:6]([OH:8])=[O:7].II. The catalyst is CO. The product is [C:1]([OH:10])(=[O:9])/[CH:2]=[CH:3]/[CH:4]=[CH:5]/[C:6]([OH:8])=[O:7]. The yield is 0.620. (6) The reactants are N#N.CCN=C=NCCCN(C)C.Cl.[CH3:15][O:16][C:17]1[CH:18]=[C:19]([CH2:27][C:28]([OH:30])=O)[CH:20]=[C:21]([O:25][CH3:26])[C:22]=1[O:23][CH3:24].[CH3:31][O:32][C:33]([C:35]1[CH:39]=[C:38]([C:40]2[CH:45]=[CH:44][C:43]([NH2:46])=[CH:42][C:41]=2[N+:47]([O-:49])=[O:48])[O:37][C:36]=1[CH3:50])=[O:34]. The catalyst is C(Cl)Cl.CN(C1C=CN=CC=1)C.CCN(CC)CC. The product is [CH3:31][O:32][C:33]([C:35]1[CH:39]=[C:38]([C:40]2[CH:45]=[CH:44][C:43]([NH:46][C:28](=[O:30])[CH2:27][C:19]3[CH:20]=[C:21]([O:25][CH3:26])[C:22]([O:23][CH3:24])=[C:17]([O:16][CH3:15])[CH:18]=3)=[CH:42][C:41]=2[N+:47]([O-:49])=[O:48])[O:37][C:36]=1[CH3:50])=[O:34]. The yield is 0.550. (7) The reactants are [Cl:1][C:2]1[N:7]=[C:6]([C:8]([OH:10])=O)[C:5]([CH3:11])=[CH:4][CH:3]=1.[NH2:12][C:13]1[C:23]([CH3:24])=[CH:22][C:16]([C:17]([O:19][CH2:20][CH3:21])=[O:18])=[CH:15][C:14]=1[CH3:25].C(N(CC)C(C)C)(C)C.CCCP1(OP(CCC)(=O)OP(CCC)(=O)O1)=O. The catalyst is C(Cl)Cl. The product is [Cl:1][C:2]1[N:7]=[C:6]([C:8]([NH:12][C:13]2[C:14]([CH3:25])=[CH:15][C:16]([C:17]([O:19][CH2:20][CH3:21])=[O:18])=[CH:22][C:23]=2[CH3:24])=[O:10])[C:5]([CH3:11])=[CH:4][CH:3]=1. The yield is 0.575. (8) The reactants are [CH2:1]([O:8][C:9]1[CH:10]=[CH:11][C:12]2[O:16][C:15]([CH:17]([NH:21][C:22]3[CH:27]=[CH:26][C:25]([C:28]([NH:30][CH2:31][CH2:32][C:33]([O:35]CC)=[O:34])=[O:29])=[CH:24][CH:23]=3)[CH:18]([CH3:20])[CH3:19])=[C:14]([CH3:38])[C:13]=2[CH:39]=1)[C:2]1[CH:7]=[CH:6][CH:5]=[CH:4][CH:3]=1.[OH-].[Na+]. The catalyst is C(O)C. The product is [CH2:1]([O:8][C:9]1[CH:10]=[CH:11][C:12]2[O:16][C:15]([CH:17]([NH:21][C:22]3[CH:23]=[CH:24][C:25]([C:28]([NH:30][CH2:31][CH2:32][C:33]([OH:35])=[O:34])=[O:29])=[CH:26][CH:27]=3)[CH:18]([CH3:20])[CH3:19])=[C:14]([CH3:38])[C:13]=2[CH:39]=1)[C:2]1[CH:3]=[CH:4][CH:5]=[CH:6][CH:7]=1. The yield is 0.890. (9) The reactants are Cl.[NH2:2][C:3]1[N:4]=[C:5]2[CH:10]=[CH:9][C:8]([O:11][C:12]3[CH:13]=[CH:14][C:15]([CH3:28])=[C:16]([NH:18][C:19]([C:21]4[N:25]([CH3:26])[N:24]=[C:23]([CH3:27])[CH:22]=4)=[O:20])[CH:17]=3)=[N:7][N:6]2[CH:29]=1.[CH3:30][C:31]([CH3:36])=[CH:32][C:33](Cl)=[O:34]. The catalyst is CN(C)C(=O)C. The product is [CH3:26][N:25]1[C:21]([C:19]([NH:18][C:16]2[CH:17]=[C:12]([O:11][C:8]3[CH:9]=[CH:10][C:5]4[N:6]([CH:29]=[C:3]([NH:2][C:33](=[O:34])[CH:32]=[C:31]([CH3:36])[CH3:30])[N:4]=4)[N:7]=3)[CH:13]=[CH:14][C:15]=2[CH3:28])=[O:20])=[CH:22][C:23]([CH3:27])=[N:24]1. The yield is 0.680. (10) The reactants are [C:1]([C:4]1[C:9]([C:10]2[CH:15]=[CH:14][CH:13]=[CH:12][CH:11]=2)=[N:8][N:7]([CH2:16][CH3:17])[C:6](=[O:18])[C:5]=1[N+:19]([O-])=O)(=[O:3])[CH3:2].N[C:23]1[CH:27]=[C:26]([CH3:28])[O:25][N:24]=1. The catalyst is C(O)C. The product is [C:1]([C:4]1[C:9]([C:10]2[CH:11]=[CH:12][CH:13]=[CH:14][CH:15]=2)=[N:8][N:7]([CH2:16][CH3:17])[C:6](=[O:18])[C:5]=1[NH:19][C:23]1[CH:27]=[C:26]([CH3:28])[O:25][N:24]=1)(=[O:3])[CH3:2]. The yield is 0.372.